Dataset: Peptide-MHC class I binding affinity with 185,985 pairs from IEDB/IMGT. Task: Regression. Given a peptide amino acid sequence and an MHC pseudo amino acid sequence, predict their binding affinity value. This is MHC class I binding data. (1) The peptide sequence is SQDEVLFLV. The MHC is HLA-A02:01 with pseudo-sequence HLA-A02:01. The binding affinity (normalized) is 0.854. (2) The peptide sequence is YFVASFRLF. The MHC is HLA-A26:01 with pseudo-sequence HLA-A26:01. The binding affinity (normalized) is 0.395. (3) The binding affinity (normalized) is 0.135. The MHC is HLA-B40:01 with pseudo-sequence HLA-B40:01. The peptide sequence is SDFLISEML. (4) The peptide sequence is GLICGLRQL. The MHC is HLA-A11:01 with pseudo-sequence HLA-A11:01. The binding affinity (normalized) is 0. (5) The peptide sequence is VIGVGMGLY. The MHC is HLA-B27:03 with pseudo-sequence HLA-B27:03. The binding affinity (normalized) is 0.0847. (6) The peptide sequence is AARHKHQVM. The MHC is HLA-A26:01 with pseudo-sequence HLA-A26:01. The binding affinity (normalized) is 0.0847. (7) The peptide sequence is QFFVFLAL. The MHC is H-2-Kb with pseudo-sequence H-2-Kb. The binding affinity (normalized) is 0.629. (8) The peptide sequence is YQLAVTITA. The MHC is HLA-A02:17 with pseudo-sequence HLA-A02:17. The binding affinity (normalized) is 0.238. (9) The peptide sequence is AVGFFPTGV. The MHC is HLA-A03:01 with pseudo-sequence HLA-A03:01. The binding affinity (normalized) is 0.0847. (10) The peptide sequence is VTAETQNSSF. The MHC is HLA-A26:01 with pseudo-sequence HLA-A26:01. The binding affinity (normalized) is 0.0825.